Dataset: Forward reaction prediction with 1.9M reactions from USPTO patents (1976-2016). Task: Predict the product of the given reaction. (1) Given the reactants [F:1][CH:2]([CH2:27][CH3:28])[CH2:3][N:4]1[CH2:9][CH2:8][CH:7]([CH2:10][O:11][C:12]2[CH:17]=[CH:16][C:15]([C:18]3[CH:23]=[CH:22][C:21]([C:24](O)=[O:25])=[CH:20][CH:19]=3)=[CH:14][CH:13]=2)[CH2:6][CH2:5]1.[NH:29]1[CH2:34][CH2:33][CH2:32][CH:31]([OH:35])[CH2:30]1.C1CN([P+](ON2N=NC3C=CC=CC2=3)(N2CCCC2)N2CCCC2)CC1.F[P-](F)(F)(F)(F)F.CCN(C(C)C)C(C)C, predict the reaction product. The product is: [F:1][CH:2]([CH2:27][CH3:28])[CH2:3][N:4]1[CH2:9][CH2:8][CH:7]([CH2:10][O:11][C:12]2[CH:17]=[CH:16][C:15]([C:18]3[CH:23]=[CH:22][C:21]([C:24]([N:29]4[CH2:34][CH2:33][CH2:32][CH:31]([OH:35])[CH2:30]4)=[O:25])=[CH:20][CH:19]=3)=[CH:14][CH:13]=2)[CH2:6][CH2:5]1. (2) Given the reactants N1C(C)=CC=CC=1C.[Cl:9][C:10]1[S:11][C:12]([C:18]([O:20][CH2:21][CH3:22])=[O:19])=[C:13]([C:15](Cl)=[O:16])[N:14]=1.[CH3:23][O:24][CH2:25][CH2:26][NH2:27], predict the reaction product. The product is: [Cl:9][C:10]1[S:11][C:12]([C:18]([O:20][CH2:21][CH3:22])=[O:19])=[C:13]([C:15]([NH:27][CH2:26][CH2:25][O:24][CH3:23])=[O:16])[N:14]=1. (3) Given the reactants [CH3:1][S:2]([C:5]1[CH:6]=[C:7]2[C:12](=[CH:13][CH:14]=1)[N:11]=[CH:10][C:9]([CH:15]=[O:16])=[CH:8]2)(=[O:4])=[O:3].[BH4-].[Na+], predict the reaction product. The product is: [CH3:1][S:2]([C:5]1[CH:6]=[C:7]2[C:12](=[CH:13][CH:14]=1)[N:11]=[CH:10][C:9]([CH2:15][OH:16])=[CH:8]2)(=[O:4])=[O:3]. (4) Given the reactants [N+:1]([C:4]1[CH:17]=[CH:16][C:7]2[NH:8][C:9](=[O:15])[C:10]3([O:14][C:6]=2[CH:5]=1)[CH2:13][CH2:12][CH2:11]3)([O-:3])=[O:2].C(=O)([O-])[O-].[K+].[K+].I[CH2:25][CH3:26].O, predict the reaction product. The product is: [CH2:25]([N:8]1[C:7]2[CH:16]=[CH:17][C:4]([N+:1]([O-:3])=[O:2])=[CH:5][C:6]=2[O:14][C:10]2([CH2:13][CH2:12][CH2:11]2)[C:9]1=[O:15])[CH3:26]. (5) Given the reactants [Br:1][C:2]1[CH:3]=[CH:4][C:5]2[S:9][N:8]=[C:7]([NH:10][CH2:11][CH2:12][CH2:13][NH2:14])[C:6]=2[CH:15]=1.[CH3:16][O:17][C:18]1[CH:23]=[CH:22][C:21]([C:24]2[CH:29]=[CH:28][C:27]([CH:30]=O)=[CH:26][CH:25]=2)=[CH:20][CH:19]=1.C(O[BH-](OC(=O)C)OC(=O)C)(=O)C.[Na+], predict the reaction product. The product is: [Br:1][C:2]1[CH:3]=[CH:4][C:5]2[S:9][N:8]=[C:7]([NH:10][CH2:11][CH2:12][CH2:13][NH:14][CH2:30][C:27]3[CH:26]=[CH:25][C:24]([C:21]4[CH:22]=[CH:23][C:18]([O:17][CH3:16])=[CH:19][CH:20]=4)=[CH:29][CH:28]=3)[C:6]=2[CH:15]=1. (6) Given the reactants [Br:1][C:2]1[CH:3]=[CH:4][C:5]([F:26])=[C:6]([C@:8]([NH:19][S@@:20]([C:22]([CH3:25])([CH3:24])[CH3:23])=[O:21])([CH2:17][F:18])[CH2:9][C:10](OC(C)(C)C)=[O:11])[CH:7]=1.[BH4-].[Li+].CO, predict the reaction product. The product is: [Br:1][C:2]1[CH:3]=[CH:4][C:5]([F:26])=[C:6]([C@@:8]([NH:19][S@@:20]([C:22]([CH3:24])([CH3:23])[CH3:25])=[O:21])([CH2:9][CH2:10][OH:11])[CH2:17][F:18])[CH:7]=1. (7) Given the reactants [CH2:1]([O:8][C:9]([N:11]1[CH2:16][CH2:15][CH:14]([CH2:17][NH:18][C:19]([C:21]2[CH:26]=[CH:25][N:24]=[C:23]([CH:27](OCC)[O:28]CC)[CH:22]=2)=[O:20])[CH2:13][CH2:12]1)=[O:10])[C:2]1[CH:7]=[CH:6][CH:5]=[CH:4][CH:3]=1.Cl, predict the reaction product. The product is: [CH2:1]([O:8][C:9]([N:11]1[CH2:16][CH2:15][CH:14]([CH2:17][NH:18][C:19]([C:21]2[CH:26]=[CH:25][N:24]=[C:23]([CH:27]=[O:28])[CH:22]=2)=[O:20])[CH2:13][CH2:12]1)=[O:10])[C:2]1[CH:7]=[CH:6][CH:5]=[CH:4][CH:3]=1. (8) Given the reactants [Si:1]([O:18][CH2:19][CH2:20][O:21][CH2:22][C@H:23]([OH:34])[C:24]([NH:26][C:27]1[CH:32]=[CH:31][C:30]([CH3:33])=[CH:29][N:28]=1)=[O:25])([C:14]([CH3:17])([CH3:16])[CH3:15])([C:8]1[CH:13]=[CH:12][CH:11]=[CH:10][CH:9]=1)[C:2]1[CH:7]=[CH:6][CH:5]=[CH:4][CH:3]=1.[Cl:35][C:36]1[C:37]([N:44]2[C:48]3=[N:49][CH:50]=[N:51][C:52](Cl)=[C:47]3[CH:46]=[N:45]2)=[C:38]([CH:41]=[CH:42][CH:43]=1)[C:39]#[N:40], predict the reaction product. The product is: [Si:1]([O:18][CH2:19][CH2:20][O:21][CH2:22][C@H:23]([O:34][C:52]1[N:51]=[CH:50][N:49]=[C:48]2[N:44]([C:37]3[C:38]([C:39]#[N:40])=[CH:41][CH:42]=[CH:43][C:36]=3[Cl:35])[N:45]=[CH:46][C:47]=12)[C:24]([NH:26][C:27]1[CH:32]=[CH:31][C:30]([CH3:33])=[CH:29][N:28]=1)=[O:25])([C:14]([CH3:17])([CH3:16])[CH3:15])([C:8]1[CH:9]=[CH:10][CH:11]=[CH:12][CH:13]=1)[C:2]1[CH:3]=[CH:4][CH:5]=[CH:6][CH:7]=1. (9) Given the reactants [C:1]([N:4]([CH2:26][C@@H:27]1[O:31][C:30](=[O:32])[N:29]([C:33]2[CH:38]=[CH:37][C:36]([CH:39]3[CH2:44][CH2:43][S:42](=[O:46])(=[O:45])[CH2:41][CH2:40]3)=[C:35]([F:47])[CH:34]=2)[CH2:28]1)[C:5]([O:7][CH:8]([O:10][C:11](=[O:25])[C@@H:12]([NH:17]C(OC(C)(C)C)=O)[C@@H:13]([CH3:16])[CH2:14][CH3:15])[CH3:9])=[O:6])(=[O:3])[CH3:2].C1(OC)C=CC=CC=1.C1COCC1.[ClH:61], predict the reaction product. The product is: [ClH:61].[C:1]([N:4]([CH2:26][C@@H:27]1[O:31][C:30](=[O:32])[N:29]([C:33]2[CH:38]=[CH:37][C:36]([CH:39]3[CH2:40][CH2:41][S:42](=[O:45])(=[O:46])[CH2:43][CH2:44]3)=[C:35]([F:47])[CH:34]=2)[CH2:28]1)[C:5]([O:7][CH:8]([O:10][C:11](=[O:25])[C@@H:12]([NH2:17])[C@@H:13]([CH3:16])[CH2:14][CH3:15])[CH3:9])=[O:6])(=[O:3])[CH3:2]. (10) Given the reactants O=O.[C:3]1([C:9]2[CH2:14][CH2:13][CH2:12][CH2:11][C:10]=2[C:15]([OH:17])=[O:16])[CH:8]=[CH:7][CH:6]=[CH:5][CH:4]=1.C(N(CC)CC)C.[H][H], predict the reaction product. The product is: [C:3]1([CH:9]2[CH2:14][CH2:13][CH2:12][CH2:11][CH:10]2[C:15]([OH:17])=[O:16])[CH:8]=[CH:7][CH:6]=[CH:5][CH:4]=1.